From a dataset of Full USPTO retrosynthesis dataset with 1.9M reactions from patents (1976-2016). Predict the reactants needed to synthesize the given product. (1) The reactants are: [Cl:1][C:2]1[CH:7]=[CH:6][C:5]([C:8]([N:14]2[C:22]3[C:17](=[C:18]([NH:23][S:24]([CH3:27])(=[O:26])=[O:25])[CH:19]=[CH:20][CH:21]=3)[CH:16]=[CH:15]2)([CH2:12][CH3:13])[CH2:9][CH2:10]O)=[CH:4][CH:3]=1.CCN(S(F)(F)[F:34])CC. Given the product [Cl:1][C:2]1[CH:7]=[CH:6][C:5]([C:8]([N:14]2[C:22]3[C:17](=[C:18]([NH:23][S:24]([CH3:27])(=[O:26])=[O:25])[CH:19]=[CH:20][CH:21]=3)[CH:16]=[CH:15]2)([CH2:12][CH3:13])[CH2:9][CH2:10][F:34])=[CH:4][CH:3]=1, predict the reactants needed to synthesize it. (2) Given the product [CH3:1][O:2][C:3](=[O:32])[CH2:4][CH2:5][CH2:6][O:7][C:8]1[C:9]([NH:31][S:40]([C:37]2[CH:38]=[CH:39][C:34]([Cl:33])=[CH:35][CH:36]=2)(=[O:42])=[O:41])=[CH:10][C:11]2[N:15]=[C:14]([C:16]3[CH:17]=[CH:18][CH:19]=[CH:20][CH:21]=3)[N:13]([C:22]3[CH:23]=[CH:24][C:25]([O:28][CH3:29])=[CH:26][CH:27]=3)[C:12]=2[CH:30]=1, predict the reactants needed to synthesize it. The reactants are: [CH3:1][O:2][C:3](=[O:32])[CH2:4][CH2:5][CH2:6][O:7][C:8]1[C:9]([NH2:31])=[CH:10][C:11]2[N:15]=[C:14]([C:16]3[CH:21]=[CH:20][CH:19]=[CH:18][CH:17]=3)[N:13]([C:22]3[CH:27]=[CH:26][C:25]([O:28][CH3:29])=[CH:24][CH:23]=3)[C:12]=2[CH:30]=1.[Cl:33][C:34]1[CH:39]=[CH:38][C:37]([S:40](Cl)(=[O:42])=[O:41])=[CH:36][CH:35]=1.